From a dataset of Catalyst prediction with 721,799 reactions and 888 catalyst types from USPTO. Predict which catalyst facilitates the given reaction. Reactant: [CH3:1][O:2][C:3]1[CH:12]=[C:11]2[C:6]([C:7]([S:13][C:14]3[CH:19]=[CH:18][C:17]([NH2:20])=[CH:16][CH:15]=3)=[CH:8][CH:9]=[N:10]2)=[N:5][CH:4]=1.CC(C)([O-])C.[Na+].COC1C=CC=C(OC)C=1C1C=CC=CC=1P(C1CCCCC1)C1CCCCC1.Cl[C:57]1[N:58]=[N:59][C:60]([C:65]2[CH:70]=[CH:69][C:68]([CH3:71])=[CH:67][CH:66]=2)=[CH:61][C:62]=1[CH2:63][CH3:64]. Product: [CH2:63]([C:62]1[CH:61]=[C:60]([C:65]2[CH:70]=[CH:69][C:68]([CH3:71])=[CH:67][CH:66]=2)[N:59]=[N:58][C:57]=1[NH:20][C:17]1[CH:18]=[CH:19][C:14]([S:13][C:7]2[C:6]3[C:11](=[CH:12][C:3]([O:2][CH3:1])=[CH:4][N:5]=3)[N:10]=[CH:9][CH:8]=2)=[CH:15][CH:16]=1)[CH3:64]. The catalyst class is: 110.